From a dataset of Catalyst prediction with 721,799 reactions and 888 catalyst types from USPTO. Predict which catalyst facilitates the given reaction. (1) Reactant: C([O:3][C:4](=[O:32])[CH:5]([CH2:9][N:10]1[C:14]2=[N:15][CH:16]=[CH:17][CH:18]=[C:13]2[N:12]([CH2:19][C:20]2[C:28]3[C:23](=[CH:24][CH:25]=[CH:26][C:27]=3[CH3:29])[N:22]([CH3:30])[CH:21]=2)[C:11]1=[O:31])[CH2:6][CH2:7][CH3:8])C.O.[OH-].[Li+]. Product: [CH3:30][N:22]1[C:23]2[C:28](=[C:27]([CH3:29])[CH:26]=[CH:25][CH:24]=2)[C:20]([CH2:19][N:12]2[C:13]3[C:14](=[N:15][CH:16]=[CH:17][CH:18]=3)[N:10]([CH2:9][CH:5]([CH2:6][CH2:7][CH3:8])[C:4]([OH:32])=[O:3])[C:11]2=[O:31])=[CH:21]1. The catalyst class is: 38. (2) Reactant: [O:1]1[CH2:6][CH2:5][O:4][C:3]2[CH:7]=[C:8]([NH2:11])[CH:9]=[CH:10][C:2]1=2.[CH2:12]([N:19]1[CH2:28][CH2:27][C:26]2[C:25](Cl)=[N:24][CH:23]=[N:22][C:21]=2[CH2:20]1)[C:13]1[CH:18]=[CH:17][CH:16]=[CH:15][CH:14]=1. Product: [CH2:12]([N:19]1[CH2:28][CH2:27][C:26]2[C:25]([NH:11][C:8]3[CH:9]=[CH:10][C:2]4[O:1][CH2:6][CH2:5][O:4][C:3]=4[CH:7]=3)=[N:24][CH:23]=[N:22][C:21]=2[CH2:20]1)[C:13]1[CH:14]=[CH:15][CH:16]=[CH:17][CH:18]=1. The catalyst class is: 10. (3) Reactant: Cl[C:2](Cl)([O:4]C(=O)OC(Cl)(Cl)Cl)Cl.[CH2:13]([N:15]1[C:19]2[N:20]=[C:21]([C:30]3[CH:36]=[CH:35][C:33]([NH2:34])=[CH:32][CH:31]=3)[N:22]=[C:23]([N:24]3[CH2:29][CH2:28][O:27][CH2:26][CH2:25]3)[C:18]=2[N:17]=[N:16]1)[CH3:14].CCN(CC)CC.[NH2:44][C:45]1[CH:59]=[CH:58][C:48]([C:49]([NH:51][C:52]2[CH:53]=[N:54][CH:55]=[CH:56][CH:57]=2)=[O:50])=[CH:47][CH:46]=1. Product: [CH2:13]([N:15]1[C:19]2[N:20]=[C:21]([C:30]3[CH:36]=[CH:35][C:33]([NH:34][C:2]([NH:44][C:45]4[CH:59]=[CH:58][C:48]([C:49]([NH:51][C:52]5[CH:53]=[N:54][CH:55]=[CH:56][CH:57]=5)=[O:50])=[CH:47][CH:46]=4)=[O:4])=[CH:32][CH:31]=3)[N:22]=[C:23]([N:24]3[CH2:25][CH2:26][O:27][CH2:28][CH2:29]3)[C:18]=2[N:17]=[N:16]1)[CH3:14]. The catalyst class is: 2. (4) Reactant: Br[C:2]1[C:7]2[S:8][C:9]([C:11]3[C:16]([F:17])=[CH:15][CH:14]=[CH:13][C:12]=3[Cl:18])=[N:10][C:6]=2[CH:5]=[CH:4][N:3]=1.[CH:19]1([NH:22][C:23]([NH2:25])=[O:24])[CH2:21][CH2:20]1.CC1(C)C2C(=C(P(C3C=CC=CC=3)C3C=CC=CC=3)C=CC=2)OC2C(P(C3C=CC=CC=3)C3C=CC=CC=3)=CC=CC1=2.C([O-])([O-])=O.[Cs+].[Cs+]. Product: [Cl:18][C:12]1[CH:13]=[CH:14][CH:15]=[C:16]([F:17])[C:11]=1[C:9]1[S:8][C:7]2[C:2]([NH:25][C:23]([NH:22][CH:19]3[CH2:21][CH2:20]3)=[O:24])=[N:3][CH:4]=[CH:5][C:6]=2[N:10]=1. The catalyst class is: 62.